From a dataset of Reaction yield outcomes from USPTO patents with 853,638 reactions. Predict the reaction yield, written as a fraction of the theoretical maximum amount of product (1.0 means a 100% yield; for example, 0.34 means a 34% yield). The reactants are [F:1][C:2]([F:7])([F:6])[C:3]([OH:5])=[O:4].[CH3:8][C:9](C)([CH3:41])[CH2:10][NH:11][CH2:12][C:13]1[O:17][CH:16]=[C:15]([C:18]2[CH:19]=[C:20]3[C:24](=[C:25]([C:27]([NH2:29])=[O:28])[CH:26]=2)[NH:23][CH:22]=[C:21]3[CH:30]2[CH2:35][CH2:34][N:33]([S:36]([CH2:39][CH3:40])(=[O:38])=[O:37])[CH2:32][CH2:31]2)[CH:14]=1.[CH3:43][C:44](C)(C)CN. No catalyst specified. The product is [F:1][C:2]([F:7])([F:6])[C:3]([OH:5])=[O:4].[CH:9]1([CH2:10][NH:11][CH2:12][C:13]2[O:17][CH:16]=[C:15]([C:18]3[CH:19]=[C:20]4[C:24](=[C:25]([C:27]([NH2:29])=[O:28])[CH:26]=3)[NH:23][CH:22]=[C:21]4[CH:30]3[CH2:31][CH2:32][N:33]([S:36]([CH2:39][CH3:40])(=[O:37])=[O:38])[CH2:34][CH2:35]3)[CH:14]=2)[CH2:8][CH2:44][CH2:43][CH2:41]1. The yield is 0.251.